From a dataset of Catalyst prediction with 721,799 reactions and 888 catalyst types from USPTO. Predict which catalyst facilitates the given reaction. (1) Reactant: [CH3:1][O:2][C:3]1[CH:4]=[C:5]([CH2:9][C:10]([CH3:13])([OH:12])[CH3:11])[CH:6]=[CH:7][CH:8]=1.[Br:14]N1C(=O)CCC1=O. Product: [Br:14][C:6]1[CH:7]=[CH:8][C:3]([O:2][CH3:1])=[CH:4][C:5]=1[CH2:9][C:10]([CH3:13])([OH:12])[CH3:11]. The catalyst class is: 23. (2) Reactant: [NH2:1][C:2]1[CH:7]=[CH:6][C:5]([C:8]([F:11])([F:10])[F:9])=[CH:4][C:3]=1[OH:12].[C:13](O)(=[O:20])[C:14]1[CH:19]=[CH:18][N:17]=[CH:16][CH:15]=1.CCN=C=NCCCN(C)C.N1C=CC=CC=1. Product: [OH:12][C:3]1[CH:4]=[C:5]([C:8]([F:9])([F:10])[F:11])[CH:6]=[CH:7][C:2]=1[NH:1][C:13](=[O:20])[C:14]1[CH:19]=[CH:18][N:17]=[CH:16][CH:15]=1. The catalyst class is: 6.